From a dataset of Full USPTO retrosynthesis dataset with 1.9M reactions from patents (1976-2016). Predict the reactants needed to synthesize the given product. Given the product [N+:13]([C:10]1[C:2]([CH3:1])=[C:3]([C:7]([CH3:12])=[CH:8][C:9]=1[CH3:11])[C:4]([OH:6])=[O:5])([O-:15])=[O:14], predict the reactants needed to synthesize it. The reactants are: [CH3:1][C:2]1[CH:10]=[C:9]([CH3:11])[CH:8]=[C:7]([CH3:12])[C:3]=1[C:4]([OH:6])=[O:5].[N+:13]([O-])([OH:15])=[O:14].